This data is from Reaction yield outcomes from USPTO patents with 853,638 reactions. The task is: Predict the reaction yield, written as a fraction of the theoretical maximum amount of product (1.0 means a 100% yield; for example, 0.34 means a 34% yield). (1) The reactants are [C:1]1([CH2:7][CH2:8][CH2:9][CH2:10][CH2:11][CH2:12][CH2:13][CH2:14][CH2:15][CH2:16][C:17]2[C:25]3[S:26][CH:27]=[CH:28][C:24]=3[C:23]([CH2:29][CH2:30][CH2:31][CH2:32][CH2:33][CH2:34][CH2:35][CH2:36][CH2:37][CH2:38][C:39]3[CH:44]=[CH:43][CH:42]=[CH:41][CH:40]=3)=[C:19]3[S:20][CH:21]=[CH:22][C:18]=23)[CH:6]=[CH:5][CH:4]=[CH:3][CH:2]=1.C([Li])CCC.[CH3:50][Sn:51](Cl)([CH3:53])[CH3:52].O. The yield is 0.700. The catalyst is O1CCCC1. The product is [C:1]1([CH2:7][CH2:8][CH2:9][CH2:10][CH2:11][CH2:12][CH2:13][CH2:14][CH2:15][CH2:16][C:17]2[C:25]3[S:26][C:27]([Sn:51]([CH3:53])([CH3:52])[CH3:50])=[CH:28][C:24]=3[C:23]([CH2:29][CH2:30][CH2:31][CH2:32][CH2:33][CH2:34][CH2:35][CH2:36][CH2:37][CH2:38][C:39]3[CH:44]=[CH:43][CH:42]=[CH:41][CH:40]=3)=[C:19]3[S:20][C:21]([Sn:51]([CH3:53])([CH3:52])[CH3:50])=[CH:22][C:18]=23)[CH:2]=[CH:3][CH:4]=[CH:5][CH:6]=1. (2) No catalyst specified. The reactants are C(C1C=C(NC2N=C(NC3C=CC=C(C(O)=O)C=3)C(F)=CN=2)C=CC=1)(O)=O.[CH3:28][O:29][C:30]1[CH:31]=[C:32]([NH:40][C:41]2[N:46]=[C:45]([NH:47][C:48]3[CH:53]=[CH:52][C:51]([C:54]([O:56]C)=[O:55])=[C:50]([O:58][CH3:59])[CH:49]=3)[C:44]([F:60])=[CH:43][N:42]=2)[CH:33]=[CH:34][C:35]=1[C:36]([O:38]C)=[O:37].[OH-].[Na+]. The yield is 0.640. The product is [C:36]([C:35]1[CH:34]=[CH:33][C:32]([NH:40][C:41]2[N:46]=[C:45]([NH:47][C:48]3[CH:53]=[CH:52][C:51]([C:54]([OH:56])=[O:55])=[C:50]([O:58][CH3:59])[CH:49]=3)[C:44]([F:60])=[CH:43][N:42]=2)=[CH:31][C:30]=1[O:29][CH3:28])([OH:38])=[O:37]. (3) The reactants are CO[C:3](=[O:25])[C:4]1[C:9]([NH:10][C:11](=[O:22])[CH:12]([C:14]2[CH:19]=[CH:18][CH:17]=[C:16](OC)[CH:15]=2)[CH3:13])=[CH:8][C:7]([Cl:23])=[CH:6][C:5]=1Cl.[NH:26]1[CH2:31][CH2:30][NH:29][CH2:28][CH2:27]1.[C:32]([O-:35])([O-])=O.[K+].[K+]. No catalyst specified. The product is [CH2:3]([N:10]1[C:9]2[C:4](=[C:5]([N:26]3[CH2:31][CH2:30][NH:29][CH2:28][CH2:27]3)[CH:6]=[C:7]([Cl:23])[CH:8]=2)[C:3](=[O:25])[C@:12]([C:14]2[CH:15]=[CH:16][C:17]([O:35][CH3:32])=[CH:18][CH:19]=2)([CH3:13])[C:11]1=[O:22])[C:4]1[CH:9]=[CH:8][CH:7]=[CH:6][CH:5]=1. The yield is 0.730. (4) The reactants are [C:1]([O:5][C:6]([N:8]1[CH2:13][CH2:12][C:11]([CH3:17])([C:14]([OH:16])=O)[CH2:10][CH2:9]1)=[O:7])([CH3:4])([CH3:3])[CH3:2].CC[N:20]([CH:24]([CH3:26])C)[CH:21]([CH3:23])C.N1CCCC1.CN(C(ON1N=NC2C=CC=NC1=2)=[N+](C)C)C.F[P-](F)(F)(F)(F)F. The catalyst is CN(C=O)C. The product is [C:1]([O:5][C:6]([N:8]1[CH2:9][CH2:10][C:11]([CH3:17])([C:14]([N:20]2[CH2:21][CH2:23][CH2:26][CH2:24]2)=[O:16])[CH2:12][CH2:13]1)=[O:7])([CH3:2])([CH3:3])[CH3:4]. The yield is 1.00. (5) The reactants are C(=O)([O-])[O-].[K+].[K+].[CH2:7]([C:9](C)=O)[CH3:8].[C:12]1([CH3:19])[CH:17]=[CH:16][CH:15]=[C:14]([SH:18])[CH:13]=1.C(Br)C#C. The catalyst is O. The product is [CH3:19][C:12]1[CH:13]=[C:14]([S:18][CH2:9][C:7]#[CH:8])[CH:15]=[CH:16][CH:17]=1. The yield is 0.920. (6) The reactants are [CH3:1][O:2][CH2:3][CH2:4][O:5][C:6]1[CH:7]=[C:8]([NH:19][CH:20]=[C:21]([C:27](OCC)=O)[C:22]([O:24][CH2:25][CH3:26])=[O:23])[CH:9]=[CH:10][C:11]=1[N:12]1[CH2:17][CH2:16][N:15]([CH3:18])[CH2:14][CH2:13]1.P(Cl)(Cl)([Cl:34])=O. No catalyst specified. The product is [Cl:34][C:27]1[C:9]2[C:8](=[CH:7][C:6]([O:5][CH2:4][CH2:3][O:2][CH3:1])=[C:11]([N:12]3[CH2:13][CH2:14][N:15]([CH3:18])[CH2:16][CH2:17]3)[CH:10]=2)[N:19]=[CH:20][C:21]=1[C:22]([O:24][CH2:25][CH3:26])=[O:23]. The yield is 0.200. (7) The reactants are [Cl:1][C:2]1[C:3]([N:8]2[C:12](O)([C:13]([O:15][CH2:16][CH3:17])=[O:14])[CH2:11][C:10]([C:19]([F:22])([F:21])[F:20])=[N:9]2)=[N:4][CH:5]=[CH:6][CH:7]=1. The catalyst is S(=O)(=O)(O)O.C(O)(=O)C. The product is [Cl:1][C:2]1[C:3]([N:8]2[C:12]([C:13]([O:15][CH2:16][CH3:17])=[O:14])=[CH:11][C:10]([C:19]([F:22])([F:20])[F:21])=[N:9]2)=[N:4][CH:5]=[CH:6][CH:7]=1. The yield is 0.770.